This data is from Forward reaction prediction with 1.9M reactions from USPTO patents (1976-2016). The task is: Predict the product of the given reaction. (1) Given the reactants [CH:1]1([NH:4][C:5](=[O:36])[NH:6][C:7]2[CH:12]=[CH:11][C:10]([C:13]3[N:14]=[C:15]([N:29]4[CH2:34][CH2:33][O:32][CH2:31][C@@H:30]4[CH3:35])[C:16]4[CH2:21][N:20](C(OC(C)(C)C)=O)[CH2:19][C:17]=4[N:18]=3)=[CH:9][CH:8]=2)[CH2:3][CH2:2]1.C(O)(C(F)(F)F)=O.CC1C=CC(S(O)(=O)=O)=CC=1, predict the reaction product. The product is: [CH:1]1([NH:4][C:5]([NH:6][C:7]2[CH:8]=[CH:9][C:10]([C:13]3[N:14]=[C:15]([N:29]4[CH2:34][CH2:33][O:32][CH2:31][C@@H:30]4[CH3:35])[C:16]4[CH2:21][NH:20][CH2:19][C:17]=4[N:18]=3)=[CH:11][CH:12]=2)=[O:36])[CH2:2][CH2:3]1. (2) Given the reactants O1CCCCC1[O:7][CH2:8][C:9]1[CH:13]=[C:12]([C:14]2[CH:15]=[CH:16][C:17]3[N:18]([C:20]([CH2:23][NH:24]C(=O)OC(C)(C)C)=[N:21][N:22]=3)[N:19]=2)[O:11][N:10]=1.FC(F)(F)C(O)=O, predict the reaction product. The product is: [NH2:24][CH2:23][C:20]1[N:18]2[N:19]=[C:14]([C:12]3[O:11][N:10]=[C:9]([CH2:8][OH:7])[CH:13]=3)[CH:15]=[CH:16][C:17]2=[N:22][N:21]=1.